This data is from CYP2C19 inhibition data for predicting drug metabolism from PubChem BioAssay. The task is: Regression/Classification. Given a drug SMILES string, predict its absorption, distribution, metabolism, or excretion properties. Task type varies by dataset: regression for continuous measurements (e.g., permeability, clearance, half-life) or binary classification for categorical outcomes (e.g., BBB penetration, CYP inhibition). Dataset: cyp2c19_veith. (1) The compound is C[C@@H](Cc1cccc(C(F)(F)F)c1)NCCCc1ccccc1. The result is 1 (inhibitor). (2) The result is 1 (inhibitor). The compound is CSc1nsc(SC)c1NC(=O)Nc1ccccn1. (3) The drug is O=C1CC(c2ccc3c(c2)OCO3)Sc2nc3ccccc3n21. The result is 1 (inhibitor). (4) The molecule is CN1CCC2(CC1)CCN(C(=O)c1cc(C(F)(F)F)cc(C(F)(F)F)c1)CC2. The result is 0 (non-inhibitor). (5) The drug is COc1cc2c(cc1OC)-c1cc3nc4ccccc4nc3n1C(C)(C)C2. The result is 0 (non-inhibitor). (6) The compound is CC(C)NC(=O)N1CC[C@@]2(CCCN(S(=O)(=O)c3ccccc3)C2)C1. The result is 0 (non-inhibitor). (7) The drug is CN1CCCC2(CCN(C(=O)Oc3ccccc3)CC2)C1. The result is 0 (non-inhibitor).